Task: Predict which catalyst facilitates the given reaction.. Dataset: Catalyst prediction with 721,799 reactions and 888 catalyst types from USPTO (1) Reactant: [F:1][CH:2]([F:12])[CH2:3][N:4]1[CH:8]=[C:7]([N+:9]([O-])=O)[CH:6]=[N:5]1. Product: [F:1][CH:2]([F:12])[CH2:3][N:4]1[CH:8]=[C:7]([NH2:9])[CH:6]=[N:5]1. The catalyst class is: 5. (2) Reactant: [NH2:1][CH2:2][C:3]1[C:4]([CH2:21][CH2:22][CH2:23][CH2:24][C:25]([O:27][CH2:28][CH3:29])=[O:26])=[C:5]([C:14]2[CH:15]=[N:16][CH:17]=[C:18]([CH3:20])[CH:19]=2)[C:6]2[N:7]([C:9]([CH2:12][CH3:13])=[CH:10][CH:11]=2)[N:8]=1.N1C=CC=CC=1.[CH3:36][S:37](Cl)(=[O:39])=[O:38]. Product: [CH2:12]([C:9]1[N:7]2[N:8]=[C:3]([CH2:2][NH:1][S:37]([CH3:36])(=[O:39])=[O:38])[C:4]([CH2:21][CH2:22][CH2:23][CH2:24][C:25]([O:27][CH2:28][CH3:29])=[O:26])=[C:5]([C:14]3[CH:15]=[N:16][CH:17]=[C:18]([CH3:20])[CH:19]=3)[C:6]2=[CH:11][CH:10]=1)[CH3:13]. The catalyst class is: 526. (3) Reactant: [Br:1][C:2]1[CH:3]=[C:4]([OH:8])[CH:5]=[CH:6][CH:7]=1.[CH3:9][C:10]1([CH3:19])[O:15][CH2:14][C:13]([CH3:18])([CH2:16]O)[CH2:12][O:11]1.C1(P(C2C=CC=CC=2)C2C=CC=CC=2)C=CC=CC=1.N(C(OC(C)C)=O)=NC(OC(C)C)=O. Product: [CH3:9][C:10]1([CH3:19])[O:15][CH2:14][C:13]([CH3:18])([CH2:16][O:8][C:4]2[CH:5]=[CH:6][CH:7]=[C:2]([Br:1])[CH:3]=2)[CH2:12][O:11]1. The catalyst class is: 1. (4) Reactant: [O:1]=[C:2]([C:16]1[N:20]([CH3:21])[N:19]=[C:18]([CH3:22])[C:17]=1[CH3:23])[CH:3]([C:6]1[CH:11]=[CH:10][C:9]([C:12]([CH3:15])([CH3:14])[CH3:13])=[CH:8][CH:7]=1)[C:4]#[N:5].[C:24](Cl)(=[O:29])[C:25]([CH3:28])([CH3:27])[CH3:26]. Product: [CH3:26][C:25]([CH3:28])([CH3:27])[C:24]([O:1]/[C:2](/[C:16]1[N:20]([CH3:21])[N:19]=[C:18]([CH3:22])[C:17]=1[CH3:23])=[C:3](\[C:6]1[CH:7]=[CH:8][C:9]([C:12]([CH3:15])([CH3:14])[CH3:13])=[CH:10][CH:11]=1)/[C:4]#[N:5])=[O:29]. The catalyst class is: 113. (5) Reactant: [C:1]([C:5]1[N:10]=[C:9]([O:11][C:12]2[C:17]([CH3:18])=[CH:16][C:15]([CH3:19])=[CH:14][C:13]=2[CH3:20])[C:8]([C:21]([O:23]CC)=[O:22])=[CH:7][N:6]=1)([CH3:4])([CH3:3])[CH3:2].[OH-].[Na+].Cl. Product: [C:1]([C:5]1[N:10]=[C:9]([O:11][C:12]2[C:17]([CH3:18])=[CH:16][C:15]([CH3:19])=[CH:14][C:13]=2[CH3:20])[C:8]([C:21]([OH:23])=[O:22])=[CH:7][N:6]=1)([CH3:4])([CH3:2])[CH3:3]. The catalyst class is: 24.